Dataset: Catalyst prediction with 721,799 reactions and 888 catalyst types from USPTO. Task: Predict which catalyst facilitates the given reaction. (1) Reactant: [CH3:1][C:2]1[CH:7]=[C:6]([N+:8]([O-])=O)[CH:5]=[CH:4][C:3]=1[O:11][C:12]1[CH:17]=[CH:16][CH:15]=[C:14]([CH:18]=[CH:19][CH:20]([CH3:22])[CH3:21])[CH:13]=1.[Cl-].[Ca+2].[Cl-].C(O)C. Product: [CH3:1][C:2]1[CH:7]=[C:6]([CH:5]=[CH:4][C:3]=1[O:11][C:12]1[CH:17]=[CH:16][CH:15]=[C:14]([CH:18]=[CH:19][CH:20]([CH3:22])[CH3:21])[CH:13]=1)[NH2:8]. The catalyst class is: 6. (2) The catalyst class is: 6. Reactant: S(=O)(=O)(O)O.[NH4+].[NH4+].[O-:8][S:9]([O:12][O:13][S:14]([O-:17])(=[O:16])=[O:15])(=[O:11])=[O:10]. Product: [OH:11][S:9]([O:12][O:13][S:14]([OH:17])(=[O:16])=[O:15])(=[O:10])=[O:8]. (3) Reactant: Br[CH2:2][C:3](=O)[CH2:4][CH3:5].[CH2:7]([O:14][C:15]1[C:19]([O:20][CH2:21][C:22]2[CH:27]=[CH:26][CH:25]=[CH:24][CH:23]=2)=[C:18]([C:28](=[S:30])[NH2:29])[N:17]([C:31]2[CH:36]=[CH:35][C:34]([O:37][CH3:38])=[CH:33][CH:32]=2)[C:16]=1[C:39]([O:41][CH2:42][CH3:43])=[O:40])[C:8]1[CH:13]=[CH:12][CH:11]=[CH:10][CH:9]=1. Product: [CH2:7]([O:14][C:15]1[C:19]([O:20][CH2:21][C:22]2[CH:27]=[CH:26][CH:25]=[CH:24][CH:23]=2)=[C:18]([C:28]2[S:30][CH:2]=[C:3]([CH2:4][CH3:5])[N:29]=2)[N:17]([C:31]2[CH:36]=[CH:35][C:34]([O:37][CH3:38])=[CH:33][CH:32]=2)[C:16]=1[C:39]([O:41][CH2:42][CH3:43])=[O:40])[C:8]1[CH:13]=[CH:12][CH:11]=[CH:10][CH:9]=1. The catalyst class is: 14. (4) The catalyst class is: 12. Reactant: [CH2:1]([O:4][C:5]1[C:16]([O:17][CH3:18])=[C:15]([NH:19][C:20](=[O:57])[C:21]2[CH:26]=[CH:25][C:24]([NH:27][C:28](=[O:50])[C:29]3[CH:34]=[CH:33][C:32]([NH:35][C:36](=[O:49])[C@@H:37]([NH:41]C(OC(C)(C)C)=O)[CH2:38][C:39]#[N:40])=[CH:31][CH:30]=3)=[C:23]([O:51][CH3:52])[C:22]=2[O:53][CH2:54][CH:55]=[CH2:56])[CH:14]=[CH:13][C:6]=1[C:7]([O:9][CH2:10][CH:11]=[CH2:12])=[O:8])[CH:2]=[CH2:3].Cl. Product: [CH2:1]([O:4][C:5]1[C:16]([O:17][CH3:18])=[C:15]([NH:19][C:20](=[O:57])[C:21]2[CH:26]=[CH:25][C:24]([NH:27][C:28](=[O:50])[C:29]3[CH:30]=[CH:31][C:32]([NH:35][C:36](=[O:49])[C@@H:37]([NH2:41])[CH2:38][C:39]#[N:40])=[CH:33][CH:34]=3)=[C:23]([O:51][CH3:52])[C:22]=2[O:53][CH2:54][CH:55]=[CH2:56])[CH:14]=[CH:13][C:6]=1[C:7]([O:9][CH2:10][CH:11]=[CH2:12])=[O:8])[CH:2]=[CH2:3]. (5) Reactant: [C:1]([O:5][C@@H:6]([C:12]1[C:44]([CH3:45])=[CH:43][C:15]2[N:16]=[C:17]([C:19]3[CH:24]=[CH:23][N:22]=[C:21]([C:25]4[CH:26]=[C:27]5[C:32](=[CH:33][CH:34]=4)[N:31]=[C:30](OS(C(F)(F)F)(=O)=O)[CH:29]=[CH:28]5)[CH:20]=3)[S:18][C:14]=2[C:13]=1[C:46]1[CH:51]=[CH:50][C:49]([Cl:52])=[CH:48][CH:47]=1)[C:7]([O:9][CH2:10][CH3:11])=[O:8])([CH3:4])([CH3:3])[CH3:2].[CH:53]1([C:59]([NH2:61])=[O:60])[CH2:58][CH2:57][CH2:56][CH2:55][CH2:54]1.CC1(C)C2C(=C(P(C3C=CC=CC=3)C3C=CC=CC=3)C=CC=2)OC2C(P(C3C=CC=CC=3)C3C=CC=CC=3)=CC=CC1=2.C([O-])([O-])=O.[Cs+].[Cs+]. Product: [C:1]([O:5][C@@H:6]([C:12]1[C:44]([CH3:45])=[CH:43][C:15]2[N:16]=[C:17]([C:19]3[CH:24]=[CH:23][N:22]=[C:21]([C:25]4[CH:26]=[C:27]5[C:32](=[CH:33][CH:34]=4)[N:31]=[C:30]([NH:61][C:59]([CH:53]4[CH2:58][CH2:57][CH2:56][CH2:55][CH2:54]4)=[O:60])[CH:29]=[CH:28]5)[CH:20]=3)[S:18][C:14]=2[C:13]=1[C:46]1[CH:51]=[CH:50][C:49]([Cl:52])=[CH:48][CH:47]=1)[C:7]([O:9][CH2:10][CH3:11])=[O:8])([CH3:2])([CH3:3])[CH3:4]. The catalyst class is: 62. (6) Reactant: [N:1]1[CH:6]=[CH:5][CH:4]=[CH:3][C:2]=1[NH:7][NH2:8].[C:9](O)(=[O:16])/[C:10](=[C:12](\[CH:14]=O)/[Cl:13])/[Cl:11].Cl. Product: [Cl:11][C:10]1[C:9](=[O:16])[N:7]([C:2]2[CH:3]=[CH:4][CH:5]=[CH:6][N:1]=2)[N:8]=[CH:14][C:12]=1[Cl:13]. The catalyst class is: 8. (7) Reactant: C([O:3][C:4]([C:6]1([C:9]2[CH:14]=[CH:13][C:12]([C:15]3[CH:20]=[CH:19][C:18]([C:21]4[S:22][C:23]([Cl:39])=[CH:24][C:25]=4[NH:26][C:27]([O:29][C@@H:30]([C:32]4[CH:37]=[CH:36][C:35]([F:38])=[CH:34][CH:33]=4)[CH3:31])=[O:28])=[CH:17][C:16]=3[O:40][CH3:41])=[CH:11][CH:10]=2)[CH2:8][CH2:7]1)=[O:5])C.[OH-].[Na+].O1CCCC1.Cl. Product: [Cl:39][C:23]1[S:22][C:21]([C:18]2[CH:19]=[CH:20][C:15]([C:12]3[CH:13]=[CH:14][C:9]([C:6]4([C:4]([OH:5])=[O:3])[CH2:7][CH2:8]4)=[CH:10][CH:11]=3)=[C:16]([O:40][CH3:41])[CH:17]=2)=[C:25]([NH:26][C:27]([O:29][C@@H:30]([C:32]2[CH:37]=[CH:36][C:35]([F:38])=[CH:34][CH:33]=2)[CH3:31])=[O:28])[CH:24]=1. The catalyst class is: 32.